From a dataset of Full USPTO retrosynthesis dataset with 1.9M reactions from patents (1976-2016). Predict the reactants needed to synthesize the given product. (1) Given the product [CH3:10][CH:11]([CH3:22])[CH2:12][CH2:13][O:14][C:15]1[CH:16]=[CH:17][C:18]([NH:21][CH2:7][C:6]([O:5][C:1]([CH3:4])([CH3:3])[CH3:2])=[O:9])=[CH:19][CH:20]=1, predict the reactants needed to synthesize it. The reactants are: [C:1]([O:5][C:6](=[O:9])[CH2:7]Br)([CH3:4])([CH3:3])[CH3:2].[CH3:10][CH:11]([CH3:22])[CH2:12][CH2:13][O:14][C:15]1[CH:20]=[CH:19][C:18]([NH2:21])=[CH:17][CH:16]=1.C(=O)([O-])[O-].[K+].[K+]. (2) Given the product [CH3:34][O:33][CH:31]([CH3:32])[CH2:30][CH2:29][CH2:28][CH2:27][CH2:26][O:1][C:2]1[CH:3]=[CH:4][C:5]([C:6]([O:8][CH2:9][CH3:10])=[O:7])=[CH:11][CH:12]=1, predict the reactants needed to synthesize it. The reactants are: [OH:1][C:2]1[CH:12]=[CH:11][C:5]([C:6]([O:8][CH2:9][CH3:10])=[O:7])=[CH:4][CH:3]=1.[H-].[Na+].CC1C=CC(S(O[CH2:26][CH2:27][CH2:28][CH2:29][CH2:30][CH:31]([O:33][CH3:34])[CH3:32])(=O)=O)=CC=1.O. (3) Given the product [F:38][C:32]1[CH:33]=[C:34]([CH3:37])[CH:35]=[CH:36][C:31]=1[CH2:30][N:8]1[C:6]2=[N:7][C:2]([CH3:1])=[CH:3][CH:4]=[C:5]2[C:10]([C:11]2[N:12]=[N:13][C:14]3[C:19]4([CH2:21][CH2:20]4)[C:18](=[O:22])[NH:17][C:15]=3[N:16]=2)=[N:9]1, predict the reactants needed to synthesize it. The reactants are: [CH3:1][C:2]1[N:7]=[C:6]2[NH:8][N:9]=[C:10]([C:11]3[N:12]=[N:13][C:14]4[C:19]5([CH2:21][CH2:20]5)[C:18](=[O:22])[NH:17][C:15]=4[N:16]=3)[C:5]2=[CH:4][CH:3]=1.C(=O)([O-])[O-].[Cs+].[Cs+].Br[CH2:30][C:31]1[CH:36]=[CH:35][C:34]([CH3:37])=[CH:33][C:32]=1[F:38].O. (4) Given the product [CH2:27]([C:2]1[CH:3]=[C:4]([CH:19]=[CH:20][CH:21]=1)[CH2:5][NH:6][C:7]([C:9]1[CH:10]=[C:11]2[C:16](=[CH:17][CH:18]=1)[N:15]=[CH:14][CH:13]=[CH:12]2)=[O:8])[C:28]1[CH:33]=[CH:32][CH:31]=[CH:30][CH:29]=1, predict the reactants needed to synthesize it. The reactants are: Br[C:2]1[CH:3]=[C:4]([CH:19]=[CH:20][CH:21]=1)[CH2:5][NH:6][C:7]([C:9]1[CH:10]=[C:11]2[C:16](=[CH:17][CH:18]=1)[N:15]=[CH:14][CH:13]=[CH:12]2)=[O:8].O1CCCC1.[CH2:27]([Mg]Cl)[C:28]1[CH:33]=[CH:32][CH:31]=[CH:30][CH:29]=1.O. (5) Given the product [Cl:14][C:15]1[C:16]([OH:24])=[C:17]([CH:20]=[C:21]([Cl:23])[CH:22]=1)[CH2:18][N:4]1[CH2:5][CH2:6][N:1]([C:7]2[N:12]=[CH:11][NH:10][C:9](=[O:13])[CH:8]=2)[CH2:2][CH2:3]1, predict the reactants needed to synthesize it. The reactants are: [N:1]1([C:7]2[N:12]=[CH:11][NH:10][C:9](=[O:13])[CH:8]=2)[CH2:6][CH2:5][NH:4][CH2:3][CH2:2]1.[Cl:14][C:15]1[CH:22]=[C:21]([Cl:23])[CH:20]=[C:17]([CH:18]=O)[C:16]=1[OH:24].